Regression. Given a peptide amino acid sequence and an MHC pseudo amino acid sequence, predict their binding affinity value. This is MHC class I binding data. From a dataset of Peptide-MHC class I binding affinity with 185,985 pairs from IEDB/IMGT. (1) The peptide sequence is NLLEQLIENI. The MHC is HLA-A02:06 with pseudo-sequence HLA-A02:06. The binding affinity (normalized) is 0.447. (2) The peptide sequence is REGLLNYSM. The MHC is HLA-B44:03 with pseudo-sequence HLA-B44:03. The binding affinity (normalized) is 0.343. (3) The peptide sequence is GSIIQFPNTY. The MHC is HLA-A23:01 with pseudo-sequence HLA-A23:01. The binding affinity (normalized) is 0. (4) The peptide sequence is GAWCYDYTV. The MHC is HLA-A03:01 with pseudo-sequence HLA-A03:01. The binding affinity (normalized) is 0.0847. (5) The peptide sequence is EILWDVIPF. The MHC is HLA-A02:01 with pseudo-sequence HLA-A02:01. The binding affinity (normalized) is 0.0847. (6) The peptide sequence is RSQGENPTW. The MHC is Mamu-A70103 with pseudo-sequence Mamu-A70103. The binding affinity (normalized) is 0.160. (7) The peptide sequence is CFPSTQRDYY. The MHC is HLA-A68:01 with pseudo-sequence HLA-A68:01. The binding affinity (normalized) is 0.566. (8) The peptide sequence is RMPEAAPPV. The MHC is HLA-A02:07 with pseudo-sequence YFAMYGEKVAHTHVDTLYVRCHYYTWAVLAYTWY. The binding affinity (normalized) is 0.417.